This data is from Catalyst prediction with 721,799 reactions and 888 catalyst types from USPTO. The task is: Predict which catalyst facilitates the given reaction. (1) Reactant: [O:1]1[CH2:6][CH2:5][CH:4]([CH2:7][OH:8])[CH2:3][CH2:2]1.[F:9][C:10]1[CH:15]=[CH:14][CH:13]=[C:12](F)[N:11]=1.[H-].[Na+].O. Product: [F:9][C:10]1[CH:15]=[CH:14][CH:13]=[C:12]([O:8][CH2:7][CH:4]2[CH2:5][CH2:6][O:1][CH2:2][CH2:3]2)[N:11]=1. The catalyst class is: 3. (2) Reactant: [NH2:1][C:2]1[C:3]([C:9]([NH:11][CH3:12])=[O:10])=[N:4][C:5](Br)=[CH:6][N:7]=1.[CH2:13]([O:20][C:21]([C:23]1[CH:28]=[CH:27][C:26](B(O)O)=[CH:25][CH:24]=1)=[O:22])[C:14]1[CH:19]=[CH:18][CH:17]=[CH:16][CH:15]=1.C(N(CC)CC)C.ClCCl. Product: [NH2:1][C:2]1[N:7]=[CH:6][C:5]([C:26]2[CH:27]=[CH:28][C:23]([C:21]([O:20][CH2:13][C:14]3[CH:19]=[CH:18][CH:17]=[CH:16][CH:15]=3)=[O:22])=[CH:24][CH:25]=2)=[N:4][C:3]=1[C:9]([NH:11][CH3:12])=[O:10]. The catalyst class is: 3. (3) Product: [Br:16][C:3]1[CH:4]=[C:5]([CH:11]=[C:12]([N+:13]([O-:15])=[O:14])[C:2]=1[NH:1][C:28](=[O:29])[C:27]([F:38])([F:37])[F:26])[C:6]([O:8][CH2:9][CH3:10])=[O:7]. Reactant: [NH2:1][C:2]1[C:12]([N+:13]([O-:15])=[O:14])=[CH:11][C:5]([C:6]([O:8][CH2:9][CH3:10])=[O:7])=[CH:4][C:3]=1[Br:16].C(N(CC)C(C)C)(C)C.[F:26][C:27]([F:38])([F:37])[C:28](O[C:28](=[O:29])[C:27]([F:38])([F:37])[F:26])=[O:29].O. The catalyst class is: 2. (4) Reactant: [F:1][CH:2]([C:7]1[CH:8]=[C:9]([CH:29]=[CH:30][CH:31]=1)[CH2:10][CH:11]([NH:21]C(=O)OC(C)(C)C)[CH:12]([C:14]1[CH:19]=[CH:18][C:17]([F:20])=[CH:16][CH:15]=1)[OH:13])[C:3]([F:6])([CH3:5])[CH3:4]. Product: [NH2:21][CH:11]([CH2:10][C:9]1[CH:29]=[CH:30][CH:31]=[C:7]([CH:2]([F:1])[C:3]([F:6])([CH3:5])[CH3:4])[CH:8]=1)[CH:12]([C:14]1[CH:19]=[CH:18][C:17]([F:20])=[CH:16][CH:15]=1)[OH:13]. The catalyst class is: 55.